This data is from Forward reaction prediction with 1.9M reactions from USPTO patents (1976-2016). The task is: Predict the product of the given reaction. (1) Given the reactants I[C:2]1[CH:32]=[CH:31][C:5]2[N:6]([CH:9]([C:11]3[CH:16]=[CH:15][C:14]([O:17][CH2:18][C:19]4[CH:20]=[N:21][C:22]([C:25]([F:28])([F:27])[F:26])=[CH:23][CH:24]=4)=[C:13]([O:29][CH3:30])[CH:12]=3)[CH3:10])[CH:7]=[N:8][C:4]=2[CH:3]=1.[F:33][C:34]1[CH:39]=[CH:38][C:37](B(O)O)=[CH:36][CH:35]=1.[O-]P([O-])([O-])=O.[K+].[K+].[K+].O, predict the reaction product. The product is: [F:33][C:34]1[CH:39]=[CH:38][C:37]([C:2]2[CH:32]=[CH:31][C:5]3[N:6]([CH:9]([C:11]4[CH:16]=[CH:15][C:14]([O:17][CH2:18][C:19]5[CH:20]=[N:21][C:22]([C:25]([F:27])([F:26])[F:28])=[CH:23][CH:24]=5)=[C:13]([O:29][CH3:30])[CH:12]=4)[CH3:10])[CH:7]=[N:8][C:4]=3[CH:3]=2)=[CH:36][CH:35]=1. (2) Given the reactants C([O:3][C:4]([C:6]1([C:9]2[CH:14]=[CH:13][C:12]([C:15]3[CH:20]=[CH:19][C:18]([C:21]4[O:25][N:24]=[C:23]([CH3:26])[C:22]=4[CH2:27][OH:28])=[CH:17][CH:16]=3)=[CH:11][CH:10]=2)[CH2:8][CH2:7]1)=[O:5])C.Br[CH:30]([C:32]1[CH:37]=[CH:36][CH:35]=[CH:34][CH:33]=1)[CH3:31], predict the reaction product. The product is: [CH3:26][C:23]1[C:22]([CH2:27][O:28][CH:30]([C:32]2[CH:37]=[CH:36][CH:35]=[CH:34][CH:33]=2)[CH3:31])=[C:21]([C:18]2[CH:19]=[CH:20][C:15]([C:12]3[CH:11]=[CH:10][C:9]([C:6]4([C:4]([OH:3])=[O:5])[CH2:8][CH2:7]4)=[CH:14][CH:13]=3)=[CH:16][CH:17]=2)[O:25][N:24]=1. (3) Given the reactants Cl[C:2]1[C:7]([CH:8]=[O:9])=[CH:6][N:5]=[C:4]([NH:10][C:11](=[O:13])[CH3:12])[CH:3]=1.[Cl:14][C:15]1[CH:20]=[CH:19][C:18](B(O)O)=[C:17]([F:24])[CH:16]=1.C(=O)([O-])[O-].[Cs+].[Cs+], predict the reaction product. The product is: [Cl:14][C:15]1[CH:20]=[CH:19][C:18]([C:2]2[C:7]([CH:8]=[O:9])=[CH:6][N:5]=[C:4]([NH:10][C:11](=[O:13])[CH3:12])[CH:3]=2)=[C:17]([F:24])[CH:16]=1. (4) Given the reactants Br[C:2]1[N:3]=[C:4]([NH:20][C:21]2([C:24]3[CH:29]=[C:28]([F:30])[CH:27]=[CH:26][C:25]=3[O:31]CC3C=CC=CC=3)[CH2:23][CH2:22]2)[C:5](=[O:19])[N:6]([C:8]2[CH:9]=[C:10]([CH:15]=[CH:16][C:17]=2[CH3:18])[C:11]([O:13][CH3:14])=[O:12])[CH:7]=1.C([O-])=O.[NH4+], predict the reaction product. The product is: [CH3:14][O:13][C:11](=[O:12])[C:10]1[CH:15]=[CH:16][C:17]([CH3:18])=[C:8]([N:6]2[CH:7]=[CH:2][N:3]=[C:4]([NH:20][C:21]3([C:24]4[CH:29]=[C:28]([F:30])[CH:27]=[CH:26][C:25]=4[OH:31])[CH2:22][CH2:23]3)[C:5]2=[O:19])[CH:9]=1. (5) Given the reactants [F:1][C:2]1[CH:10]=[CH:9][CH:8]=[CH:7][C:3]=1[C:4](Cl)=O.Cl[C:12]1[CH:17]=[CH:16][C:15]([C:18]#[N:19])=[CH:14][N:13]=1.ClC1C=C(Cl)C=CC=1C1[C:33]([C:34]2[NH:35][CH:36]=[CH:37][N:38]=2)=[CH:32][N:31]=[C:30]([NH:39][CH2:40][CH2:41][NH:42]C2C=CC([N+]([O-])=O)=CN=2)[N:29]=1, predict the reaction product. The product is: [F:1][C:2]1[CH:10]=[CH:9][CH:8]=[CH:7][C:3]=1[C:4]1[C:33]([C:34]2[NH:35][CH:36]=[CH:37][N:38]=2)=[CH:32][N:31]=[C:30]([NH:39][CH2:40][CH2:41][NH:42][C:12]2[N:13]=[CH:14][C:15]([C:18]#[N:19])=[CH:16][CH:17]=2)[N:29]=1. (6) Given the reactants [CH3:1][Mg+].[Br-].CC[O:6][CH2:7][CH3:8].C(OC([C:14]1[N:15]([CH3:25])[C:16]([C:19]#[C:20][Si:21]([CH3:24])([CH3:23])[CH3:22])=[CH:17][N:18]=1)=O)C.O, predict the reaction product. The product is: [CH3:25][N:15]1[C:16]([C:19]#[C:20][Si:21]([CH3:22])([CH3:24])[CH3:23])=[CH:17][N:18]=[C:14]1[C:7]([OH:6])([CH3:8])[CH3:1]. (7) Given the reactants [C:1]([O:9][C:10]1[CH:15]=[CH:14][C:13]([OH:16])=[C:12]([NH2:17])[CH:11]=1)(=[O:8])[C:2]1[CH:7]=[CH:6][CH:5]=[CH:4][CH:3]=1.[Cl:18][C:19]1[CH:24]=[CH:23][C:22]([N:25]=[C:26]=[S:27])=[CH:21][CH:20]=1, predict the reaction product. The product is: [C:1]([O:9][C:10]1[CH:15]=[CH:14][C:13]([OH:16])=[C:12]([NH:17][C:26]([NH:25][C:22]2[CH:23]=[CH:24][C:19]([Cl:18])=[CH:20][CH:21]=2)=[S:27])[CH:11]=1)(=[O:8])[C:2]1[CH:3]=[CH:4][CH:5]=[CH:6][CH:7]=1.